Dataset: Catalyst prediction with 721,799 reactions and 888 catalyst types from USPTO. Task: Predict which catalyst facilitates the given reaction. Reactant: [C:1]([O:5][C:6](=[O:22])[NH:7][CH:8]1[C:14](=[O:15])[N:13]([CH3:16])[C:12]2[CH:17]=[CH:18][C:19](Br)=[CH:20][C:11]=2[CH2:10][CH2:9]1)([CH3:4])([CH3:3])[CH3:2].[Li+].CCC[CH2-].[F:28][C:29]([F:36])([F:35])[C:30](OCC)=[O:31]. Product: [C:1]([O:5][C:6](=[O:22])[NH:7][CH:8]1[C:14](=[O:15])[N:13]([CH3:16])[C:12]2[CH:17]=[CH:18][C:19]([C:30](=[O:31])[C:29]([F:36])([F:35])[F:28])=[CH:20][C:11]=2[CH2:10][CH2:9]1)([CH3:4])([CH3:3])[CH3:2]. The catalyst class is: 1.